Dataset: Forward reaction prediction with 1.9M reactions from USPTO patents (1976-2016). Task: Predict the product of the given reaction. (1) The product is: [ClH:39].[O:11]([CH2:18][CH2:19][N:6]1[CH2:7][C@@H:2]([OH:1])[CH2:3][CH2:4][C@@H:5]1[C:8]([OH:10])=[O:9])[C:12]1[CH:17]=[CH:16][CH:15]=[CH:14][CH:13]=1. Given the reactants [OH:1][CH:2]1[CH2:7][NH:6][CH:5]([C:8]([OH:10])=[O:9])[CH2:4][CH2:3]1.[O:11]([CH2:18][CH:19]=O)[C:12]1[CH:17]=[CH:16][CH:15]=[CH:14][CH:13]=1.C(O)(=O)C.C(O[BH-](OC(=O)C)OC(=O)C)(=O)C.[Na+].[ClH:39].O1CCOCC1, predict the reaction product. (2) Given the reactants [Cl:1][C:2]1[CH:22]=[CH:21][C:5]2[N:6]([C:11]3[CH:16]=[CH:15]N=[C:13](S(C)(=O)=O)[CH:12]=3)[C:7]([CH2:9][Cl:10])=[N:8][C:4]=2[CH:3]=1.ClC1C=CC(NC2C=C[C:34]([CH2:37][C:38]([O:40][CH2:41][CH3:42])=[O:39])=CC=2)=C([N+]([O-])=O)C=1, predict the reaction product. The product is: [Cl:1][C:2]1[CH:22]=[CH:21][C:5]2[N:6]([C:11]3[CH:16]=[CH:15][C:34]([CH2:37][C:38]([O:40][CH2:41][CH3:42])=[O:39])=[CH:13][CH:12]=3)[C:7]([CH2:9][Cl:10])=[N:8][C:4]=2[CH:3]=1. (3) Given the reactants [Cl:1][C:2]1[CH:3]=[C:4]([C:9]2([C:21]([F:24])([F:23])[F:22])[O:13][N:12]=[C:11]([C:14]3[CH:15]=[C:16]([CH:18]=[CH:19][CH:20]=3)[NH2:17])[CH2:10]2)[CH:5]=[C:6]([Cl:8])[CH:7]=1.[C:25]1([N:31]=[C:32]=[S:33])[CH:30]=[CH:29][CH:28]=[CH:27][CH:26]=1.C(=O)([O-])O.[Na+], predict the reaction product. The product is: [Cl:1][C:2]1[CH:3]=[C:4]([C:9]2([C:21]([F:22])([F:24])[F:23])[O:13][N:12]=[C:11]([C:14]3[CH:15]=[C:16]([NH:17][C:32]([NH:31][C:25]4[CH:30]=[CH:29][CH:28]=[CH:27][CH:26]=4)=[S:33])[CH:18]=[CH:19][CH:20]=3)[CH2:10]2)[CH:5]=[C:6]([Cl:8])[CH:7]=1. (4) Given the reactants [F:1][C:2]([F:11])([F:10])[C:3]1[CH:9]=[CH:8][CH:7]=[CH:6][C:4]=1[NH2:5].[C:12](OC(=O)C)(=[O:14])[CH3:13], predict the reaction product. The product is: [C:12]([NH:5][C:4]1[CH:6]=[CH:7][CH:8]=[CH:9][C:3]=1[C:2]([F:10])([F:11])[F:1])(=[O:14])[CH3:13]. (5) The product is: [Cl:1][C:2]1[C:3]([OH:21])=[C:4]([NH:8][S:9]([C:12]2[CH:13]=[C:14]([CH:18]=[CH:19][CH:20]=2)[C:15]([N:36]([CH2:31][CH3:32])[CH2:35][CH3:34])=[O:17])(=[O:10])=[O:11])[CH:5]=[N:6][CH:7]=1. Given the reactants [Cl:1][C:2]1[C:3]([OH:21])=[C:4]([NH:8][S:9]([C:12]2[CH:13]=[C:14]([CH:18]=[CH:19][CH:20]=2)[C:15]([OH:17])=O)(=[O:11])=[O:10])[CH:5]=[N:6][CH:7]=1.CN(C(ON1N=N[C:32]2C=[CH:34][CH:35]=[N:36][C:31]1=2)=[N+](C)C)C.F[P-](F)(F)(F)(F)F.CCN(C(C)C)C(C)C.C(NCC)C, predict the reaction product. (6) Given the reactants [C:1]([NH:8][C:9]1([C:14]([OH:16])=O)[CH2:13][CH2:12][CH2:11][CH2:10]1)([O:3][C:4]([CH3:7])([CH3:6])[CH3:5])=[O:2].C1C=C2[N:23]=NN(O)C2=CC=1.O.C(Cl)CCl.[NH4+].[OH-], predict the reaction product. The product is: [C:14]([C:9]1([NH:8][C:1](=[O:2])[O:3][C:4]([CH3:7])([CH3:6])[CH3:5])[CH2:13][CH2:12][CH2:11][CH2:10]1)(=[O:16])[NH2:23].